Task: Predict the reactants needed to synthesize the given product.. Dataset: Full USPTO retrosynthesis dataset with 1.9M reactions from patents (1976-2016) Given the product [CH3:4][O:3][C:2](=[O:10])[C:37]1[CH:36]=[CH:35][C:34](/[CH:33]=[CH:29]/[C:30](=[O:32])[N:12]2[CH2:13][C:14]3[C:23](=[O:24])[C:22]4[CH:21]=[CH:20][CH:19]=[CH:18][C:17]=4[NH:16][C:15]=3[CH:11]2[C:6]2[CH:7]=[CH:8][C:9]3[O:10][CH2:2][O:3][C:4]=3[CH:5]=2)=[CH:39][CH:38]=1, predict the reactants needed to synthesize it. The reactants are: Cl.[CH2:2]1[O:10][C:9]2[CH:8]=[CH:7][C:6]([CH:11]3[C:15]4[NH:16][C:17]5[CH:18]=[CH:19][CH:20]=[CH:21][C:22]=5[C:23](=[O:24])[C:14]=4[CH2:13][NH:12]3)=[CH:5][C:4]=2[O:3]1.C(C/[C:29](=[CH:33]\[C:34]1[CH:39]=[CH:38][CH:37]=[CH:36][CH:35]=1)/[C:30]([OH:32])=O)(O)=O.C(N(CC)CC)C.ClCCl.